Predict the product of the given reaction. From a dataset of Forward reaction prediction with 1.9M reactions from USPTO patents (1976-2016). (1) Given the reactants [NH:1]1[C:5]([C:6]2[CH:7]=[C:8]([C:12]3[N:17]4[N:18]=[CH:19][C:20]([C:21]([C:23]5[S:24][CH:25]=[CH:26][CH:27]=5)=[O:22])=[C:16]4[N:15]=[CH:14][CH:13]=3)[CH:9]=[CH:10][CH:11]=2)=[N:4][N:3]=[N:2]1.Cl[CH2:29][CH2:30][N:31]1[CH2:36][CH2:35][O:34][CH2:33][CH2:32]1, predict the reaction product. The product is: [N:31]1([CH2:30][CH2:29][N:3]2[N:2]=[N:1][C:5]([C:6]3[CH:7]=[C:8]([C:12]4[N:17]5[N:18]=[CH:19][C:20]([C:21]([C:23]6[S:24][CH:25]=[CH:26][CH:27]=6)=[O:22])=[C:16]5[N:15]=[CH:14][CH:13]=4)[CH:9]=[CH:10][CH:11]=3)=[N:4]2)[CH2:36][CH2:35][O:34][CH2:33][CH2:32]1. (2) The product is: [C:30]([CH:7]1[CH2:6][C:5]([C:8]2[CH:13]=[CH:12][CH:11]=[CH:10][CH:9]=2)([C:14]2[CH:15]=[CH:16][CH:17]=[CH:18][CH:19]=2)[CH2:4][CH2:3][C:2]1([NH2:1])[C:20]([OH:22])=[O:21])([O:31][CH2:32][CH:33]1[C:34]2[C:39](=[CH:38][CH:37]=[CH:36][CH:35]=2)[C:40]2[C:45]1=[CH:44][CH:43]=[CH:42][CH:41]=2)=[O:46]. Given the reactants [NH2:1][C:2]1([C:20]([OH:22])=[O:21])[CH2:7][CH2:6][C:5]([C:14]2[CH:19]=[CH:18][CH:17]=[CH:16][CH:15]=2)([C:8]2[CH:13]=[CH:12][CH:11]=[CH:10][CH:9]=2)[CH2:4][CH2:3]1.C(N(CC)CC)C.[C:30](=O)([O:46]N1C(=O)CCC1=O)[O:31][CH2:32][CH:33]1[C:45]2[CH:44]=[CH:43][CH:42]=[CH:41][C:40]=2[C:39]2[C:34]1=[CH:35][CH:36]=[CH:37][CH:38]=2, predict the reaction product. (3) Given the reactants Br[C:2]1[CH:3]=[N:4][C:5]([O:8][CH2:9][CH:10]2[CH2:12][CH2:11]2)=[N:6][CH:7]=1.[O:13]1[C:17]2[CH:18]=[C:19]([O:22][CH2:23][C@@H:24]([NH:26][C:27](=[O:29])[CH3:28])[CH3:25])[CH:20]=[CH:21][C:16]=2[N:15]=[CH:14]1, predict the reaction product. The product is: [CH:10]1([CH2:9][O:8][C:5]2[N:4]=[CH:3][C:2]([C:14]3[O:13][C:17]4[CH:18]=[C:19]([O:22][CH2:23][C@@H:24]([NH:26][C:27](=[O:29])[CH3:28])[CH3:25])[CH:20]=[CH:21][C:16]=4[N:15]=3)=[CH:7][N:6]=2)[CH2:12][CH2:11]1. (4) Given the reactants [OH:1][C@@H:2]([CH3:6])[C:3]([NH2:5])=[O:4].[H-].[Na+].Cl[C:10]1[CH:11]=[CH:12][C:13]2[N:14]([C:16]([C:19]3[O:27][C:26]4[CH:25]=[CH:24][N:23]=[C:22]([O:28][CH3:29])[C:21]=4[CH:20]=3)=[CH:17][N:18]=2)[N:15]=1, predict the reaction product. The product is: [OH:1][C@@H:2]([CH3:6])[C:3]([NH:5][C:10]1[CH:11]=[CH:12][C:13]2[N:14]([C:16]([C:19]3[O:27][C:26]4[CH:25]=[CH:24][N:23]=[C:22]([O:28][CH3:29])[C:21]=4[CH:20]=3)=[CH:17][N:18]=2)[N:15]=1)=[O:4]. (5) Given the reactants [CH:1]([S:4]([C:7]1[CH:12]=[CH:11][C:10]([C:13]2[N:14]=[C:15]3[C:21]([C:22]#[C:23][Si](C)(C)C)=[CH:20][N:19](S(C4C=CC(C)=CC=4)(=O)=O)[C:16]3=[N:17][CH:18]=2)=[CH:9][CH:8]=1)(=[O:6])=[O:5])([CH3:3])[CH3:2].O.O.O.[F-].C([N+](CCCC)(CCCC)CCCC)CCC, predict the reaction product. The product is: [C:22]([C:21]1[C:15]2[C:16](=[N:17][CH:18]=[C:13]([C:10]3[CH:9]=[CH:8][C:7]([S:4]([CH:1]([CH3:3])[CH3:2])(=[O:6])=[O:5])=[CH:12][CH:11]=3)[N:14]=2)[NH:19][CH:20]=1)#[CH:23]. (6) Given the reactants [Cl:1][C:2]1[N:7]=[C:6]([N:8]([CH3:19])[C:9]2[CH:17]=[C:16]3[C:12]([C:13]([CH3:18])=[N:14][NH:15]3)=[CH:11][CH:10]=2)[CH:5]=[CH:4][N:3]=1.C([O-])([O-])=O.[Cs+].[Cs+].[Cl:26][C:27]1[CH:28]=[C:29]([CH:32]=[CH:33][CH:34]=1)[CH2:30]Br, predict the reaction product. The product is: [Cl:26][C:27]1[CH:28]=[C:29]([CH:32]=[CH:33][CH:34]=1)[CH2:30][N:14]1[C:13]([CH3:18])=[C:12]2[C:16]([CH:17]=[C:9]([N:8]([C:6]3[CH:5]=[CH:4][N:3]=[C:2]([Cl:1])[N:7]=3)[CH3:19])[CH:10]=[CH:11]2)=[N:15]1. (7) Given the reactants [NH:1]([C:31]([O:33][CH2:34][CH:35]1[C:47]2[C:42](=[CH:43][CH:44]=[CH:45][CH:46]=2)C2C1=CC=CC=2)=[O:32])[C@H:2]([C:28](O)=[O:29])[CH2:3][CH2:4][CH2:5][CH2:6][NH:7][C:8]([C:22]1[CH:27]=[CH:26][CH:25]=[CH:24][CH:23]=1)([C:16]1[CH:21]=[CH:20][CH:19]=[CH:18][CH:17]=1)[C:9]1[CH:15]=[CH:14][C:12]([CH3:13])=[CH:11][CH:10]=1.C1C=CC2N(O)N=[N:54]C=2C=1.CN(C(ON1N=N[C:68]2[CH:69]=[CH:70][CH:71]=[CH:72][C:67]1=2)=[N+](C)C)C.[B-](F)(F)(F)F.N, predict the reaction product. The product is: [NH:1]([C:31]([O:33][CH2:34][CH:35]1[C:68]2[C:67](=[CH:72][CH:71]=[CH:70][CH:69]=2)[C:42]2[C:47]1=[CH:46][CH:45]=[CH:44][CH:43]=2)=[O:32])[C@H:2]([C:28]([NH2:54])=[O:29])[CH2:3][CH2:4][CH2:5][CH2:6][NH:7][C:8]([C:16]1[CH:17]=[CH:18][CH:19]=[CH:20][CH:21]=1)([C:22]1[CH:27]=[CH:26][CH:25]=[CH:24][CH:23]=1)[C:9]1[CH:10]=[CH:11][C:12]([CH3:13])=[CH:14][CH:15]=1.